Dataset: Retrosynthesis with 50K atom-mapped reactions and 10 reaction types from USPTO. Task: Predict the reactants needed to synthesize the given product. (1) The reactants are: Cc1ccnc(F)c1.O=[N+]([O-])c1cccc(O)c1. Given the product Cc1ccnc(Oc2cccc([N+](=O)[O-])c2)c1, predict the reactants needed to synthesize it. (2) The reactants are: CCCc1ccc(OCC(=O)OC(C)(C)C)cc1. Given the product CCCc1ccc(OCC(=O)O)cc1, predict the reactants needed to synthesize it.